Dataset: Reaction yield outcomes from USPTO patents with 853,638 reactions. Task: Predict the reaction yield, written as a fraction of the theoretical maximum amount of product (1.0 means a 100% yield; for example, 0.34 means a 34% yield). (1) The product is [CH3:1][S:2][C:3]1[CH:11]=[C:10]2[C:6]([CH:7]=[CH:8][N:9]2[S:20]([C:14]2[CH:19]=[CH:18][CH:17]=[CH:16][CH:15]=2)(=[O:22])=[O:21])=[CH:5][CH:4]=1. The reactants are [CH3:1][S:2][C:3]1[CH:11]=[C:10]2[C:6]([CH:7]=[CH:8][NH:9]2)=[CH:5][CH:4]=1.[OH-].[Na+].[C:14]1([S:20](Cl)(=[O:22])=[O:21])[CH:19]=[CH:18][CH:17]=[CH:16][CH:15]=1. The yield is 0.592. The catalyst is [N+](CCCC)(CCCC)(CCCC)CCCC.[O-]S(O)(=O)=O.ClCCl. (2) The reactants are Br[C:2]1[CH:6]=[CH:5][S:4][C:3]=1[CH2:7][C:8](=O)[CH2:9][CH2:10][CH2:11][CH2:12][CH3:13].C([O-])([O-])=O.[K+].[K+].CN(C)C=O.[SH:26][CH2:27][C:28]([O:30][CH2:31][CH3:32])=[O:29]. The catalyst is C1OCCOCCOCCOCCOCCOC1.O. The product is [CH2:8]([C:7]1[C:3]2[S:4][CH:5]=[CH:6][C:2]=2[S:26][C:27]=1[C:28]([O:30][CH2:31][CH3:32])=[O:29])[CH2:9][CH2:10][CH2:11][CH2:12][CH3:13]. The yield is 0.845. (3) The reactants are Cl.FC1C=C(C=CC=1)CN1C=C(C2C3C(=NC=C(C4C=CC(C5CCNCC5)=CC=4)C=3)N(S(C3C=CC(C)=CC=3)(=O)=O)C=2)C=N1.[F:46][C:47]1[CH:48]=[C:49]([CH:99]=[C:100]([F:102])[CH:101]=1)[CH2:50][N:51]1[CH:55]=[CH:54][C:53]([C:56]2[C:64]3[C:59](=[N:60][CH:61]=[C:62]([C:65]4[CH:70]=[CH:69][C:68]([CH:71]5[CH2:76][CH2:75][N:74]([C:77]([O:79][C:80]([CH3:83])([CH3:82])[CH3:81])=[O:78])[CH2:73][CH2:72]5)=[C:67]([NH:84][S:85]([CH3:88])(=[O:87])=[O:86])[CH:66]=4)[CH:63]=3)[N:58](S(C3C=CC(C)=CC=3)(=O)=O)[CH:57]=2)=[N:52]1.[OH-].[Li+]. The catalyst is C1COCC1.CO.O. The product is [F:46][C:47]1[CH:48]=[C:49]([CH:99]=[C:100]([F:102])[CH:101]=1)[CH2:50][N:51]1[CH:55]=[CH:54][C:53]([C:56]2[C:64]3[C:59](=[N:60][CH:61]=[C:62]([C:65]4[CH:70]=[CH:69][C:68]([CH:71]5[CH2:72][CH2:73][N:74]([C:77]([O:79][C:80]([CH3:83])([CH3:82])[CH3:81])=[O:78])[CH2:75][CH2:76]5)=[C:67]([NH:84][S:85]([CH3:88])(=[O:87])=[O:86])[CH:66]=4)[CH:63]=3)[NH:58][CH:57]=2)=[N:52]1. The yield is 0.666.